This data is from Forward reaction prediction with 1.9M reactions from USPTO patents (1976-2016). The task is: Predict the product of the given reaction. (1) Given the reactants [F:1][C:2]1[CH:7]=[CH:6][C:5]([F:8])=[CH:4][C:3]=1[S:9]([N:12]1[C:17]2[CH:18]=[C:19]([C:22]([NH:24][C:25]3[CH:33]=[CH:32][C:28]([C:29]([OH:31])=[O:30])=[C:27]([F:34])[CH:26]=3)=[O:23])[CH:20]=[CH:21][C:16]=2[O:15][CH2:14][CH2:13]1)(=[O:11])=[O:10].F[C:36]1C=CC(F)=C[C:37]=1S(Cl)(=O)=O, predict the reaction product. The product is: [CH2:36]([O:30][C:29](=[O:31])[C:28]1[CH:32]=[CH:33][C:25]([NH:24][C:22]([C:19]2[CH:20]=[CH:21][C:16]3[O:15][CH2:14][CH2:13][N:12]([S:9]([C:3]4[CH:4]=[C:5]([F:8])[CH:6]=[CH:7][C:2]=4[F:1])(=[O:10])=[O:11])[C:17]=3[CH:18]=2)=[O:23])=[CH:26][C:27]=1[F:34])[CH3:37]. (2) Given the reactants Cl.[Cl:2][C:3]1[CH:23]=[CH:22][C:6]([CH2:7][C:8]2[N:9]=[C:10]([C:16]3[CH:21]=[CH:20][N:19]=[CH:18][CH:17]=3)[S:11][C:12]=2[C:13](=[NH:15])[NH2:14])=[CH:5][CH:4]=1.C(=O)([O-])[O-].[Na+].[Na+].Br[CH2:31][C:32](=O)[CH2:33][N:34]1C(=O)C2C(=CC=CC=2)C1=O, predict the reaction product. The product is: [Cl:2][C:3]1[CH:4]=[CH:5][C:6]([CH2:7][C:8]2[N:9]=[C:10]([C:16]3[CH:21]=[CH:20][N:19]=[CH:18][CH:17]=3)[S:11][C:12]=2[C:13]2[NH:14][CH:31]=[C:32]([CH2:33][NH2:34])[N:15]=2)=[CH:22][CH:23]=1. (3) Given the reactants [F:1][C:2]([C:5]1[O:9][C:8]([CH2:10][N:11]2[CH:15]=[CH:14][C:13]([NH2:16])=[N:12]2)=[CH:7][CH:6]=1)([F:4])[CH3:3].[Cl:17][C:18]1[CH:19]=[C:20](/[CH:24]=[CH:25]/[C:26](O)=[O:27])[CH:21]=[CH:22][CH:23]=1, predict the reaction product. The product is: [Cl:17][C:18]1[CH:19]=[C:20](/[CH:24]=[CH:25]/[C:26]([NH:16][C:13]2[CH:14]=[CH:15][N:11]([CH2:10][C:8]3[O:9][C:5]([C:2]([F:1])([F:4])[CH3:3])=[CH:6][CH:7]=3)[N:12]=2)=[O:27])[CH:21]=[CH:22][CH:23]=1. (4) The product is: [C:1]([O:5][C:6]([N:8]1[CH2:12][CH2:11][CH2:10][CH:9]1[C:13](=[O:15])[NH:48][C:45]1[CH:46]=[CH:47][C:42]([C:37]2[CH:38]=[CH:39][CH:40]=[CH:41][C:36]=2[S:33](=[O:35])(=[O:34])[NH:32][C:28]([CH3:29])([CH3:30])[CH3:31])=[CH:43][C:44]=1[F:49])=[O:7])([CH3:2])([CH3:3])[CH3:4]. Given the reactants [C:1]([O:5][C:6]([N:8]1[CH2:12][CH2:11][CH2:10][CH:9]1[C:13]([OH:15])=O)=[O:7])([CH3:4])([CH3:3])[CH3:2].N1C=CC=CC=1.C(Cl)(=O)C(Cl)=O.[C:28]([NH:32][S:33]([C:36]1[C:37]([C:42]2[CH:47]=[CH:46][C:45]([NH2:48])=[C:44]([F:49])[CH:43]=2)=[CH:38][CH:39]=[CH:40][CH:41]=1)(=[O:35])=[O:34])([CH3:31])([CH3:30])[CH3:29], predict the reaction product. (5) Given the reactants [OH:1][CH:2]([CH3:15])[CH2:3][C:4]([CH:6]1[C:11]([CH3:13])([CH3:12])[CH2:10][CH:9]=[CH:8][CH:7]1[CH3:14])=[O:5].N1C=CC=CC=1.Cl[C:23]([O:25][CH2:26][CH3:27])=[O:24].Cl, predict the reaction product. The product is: [C:23](=[O:24])([O:1][CH:2]([CH3:15])[CH2:3][C:4](=[O:5])[CH:6]1[C:11]([CH3:13])([CH3:12])[CH2:10][CH:9]=[CH:8][CH:7]1[CH3:14])[O:25][CH2:26][CH3:27]. (6) The product is: [N:10]1([C:8]([C:5]2[CH:6]=[CH:7][C:2]([N:20]3[C:19]4[CH2:22][CH2:23][O:24][CH2:25][C:18]=4[C:17]([C:16]([F:15])([F:27])[F:26])=[N:21]3)=[CH:3][CH:4]=2)=[O:9])[CH2:14][CH2:13][CH2:12][CH2:11]1. Given the reactants I[C:2]1[CH:7]=[CH:6][C:5]([C:8]([N:10]2[CH2:14][CH2:13][CH2:12][CH2:11]2)=[O:9])=[CH:4][CH:3]=1.[F:15][C:16]([F:27])([F:26])[C:17]1[C:18]2[CH2:25][O:24][CH2:23][CH2:22][C:19]=2[NH:20][N:21]=1.CN(C)CC(O)=O.C(=O)([O-])[O-].[Cs+].[Cs+], predict the reaction product. (7) Given the reactants [CH:1]([C:3]1[N:8]=[C:7]([CH3:9])[CH:6]=[C:5]([C:10]([O:12][CH3:13])=[O:11])[CH:4]=1)=O.[CH3:14][O:15][C:16]1[N:21]=[C:20]([CH2:22][NH2:23])[C:19]([O:24][CH2:25][CH2:26][C:27]2[CH:32]=[CH:31][CH:30]=[CH:29][CH:28]=2)=[CH:18][CH:17]=1, predict the reaction product. The product is: [CH3:14][O:15][C:16]1[N:21]=[C:20]([CH2:22][NH:23][CH2:1][C:3]2[N:8]=[C:7]([CH3:9])[CH:6]=[C:5]([C:10]([O:12][CH3:13])=[O:11])[CH:4]=2)[C:19]([O:24][CH2:25][CH2:26][C:27]2[CH:32]=[CH:31][CH:30]=[CH:29][CH:28]=2)=[CH:18][CH:17]=1.